This data is from Forward reaction prediction with 1.9M reactions from USPTO patents (1976-2016). The task is: Predict the product of the given reaction. (1) Given the reactants Br[C:2]1[CH:3]=[N:4][CH:5]=[CH:6][CH:7]=1.C([Mg]Cl)(C)C.[CH:13](=[O:18])[CH2:14][CH:15]([CH3:17])[CH3:16], predict the reaction product. The product is: [CH3:16][CH:15]([CH3:17])[CH2:14][CH:13]([C:2]1[CH:3]=[N:4][CH:5]=[CH:6][CH:7]=1)[OH:18]. (2) Given the reactants [CH3:1][N:2]1[C:7]([CH3:9])([CH3:8])[CH2:6][C:5](=[N:10][OH:11])[CH2:4][C:3]1([CH3:13])[CH3:12].[C:14]([O-:17])(=[O:16])[CH3:15].[C:14]([O-:17])(=[O:16])[CH3:15].[C:14]([O-:17])(=[O:16])[CH3:15].[C:14]([O-:17])(=[O:16])[CH3:15].[Pb+4], predict the reaction product. The product is: [C:14]([O:17][C:5]1([N:10]=[O:11])[CH2:6][C:7]([CH3:9])([CH3:8])[N:2]([CH3:1])[C:3]([CH3:13])([CH3:12])[CH2:4]1)(=[O:16])[CH3:15]. (3) Given the reactants [CH3:1][O:2][C:3]1[CH:4]=[C:5]2[C:10](=[CH:11][C:12]=1[O:13][CH3:14])[N:9]=[CH:8][CH:7]=[C:6]2[O:15][C:16]1[CH:22]=[CH:21][C:19]([NH2:20])=[CH:18][CH:17]=1.C(N(CC)CC)C.ClC(Cl)(O[C:34](=[O:40])OC(Cl)(Cl)Cl)Cl.[CH3:42][C:43]1[N:44]=[C:45]([CH:49]([NH2:51])[CH3:50])[S:46][C:47]=1[CH3:48], predict the reaction product. The product is: [CH3:1][O:2][C:3]1[CH:4]=[C:5]2[C:10](=[CH:11][C:12]=1[O:13][CH3:14])[N:9]=[CH:8][CH:7]=[C:6]2[O:15][C:16]1[CH:22]=[CH:21][C:19]([NH:20][C:34]([NH:51][CH:49]([C:45]2[S:46][C:47]([CH3:48])=[C:43]([CH3:42])[N:44]=2)[CH3:50])=[O:40])=[CH:18][CH:17]=1. (4) Given the reactants Br[CH2:2][C:3]([C:5]1[S:6][C:7]([Cl:10])=[CH:8][CH:9]=1)=O.[C:11]([C:14]([O:16][CH2:17][CH3:18])=[O:15])(=[S:13])[NH2:12], predict the reaction product. The product is: [Cl:10][C:7]1[S:6][C:5]([C:3]2[N:12]=[C:11]([C:14]([O:16][CH2:17][CH3:18])=[O:15])[S:13][CH:2]=2)=[CH:9][CH:8]=1.